This data is from Forward reaction prediction with 1.9M reactions from USPTO patents (1976-2016). The task is: Predict the product of the given reaction. Given the reactants C([O:8]C1C=C(CC#N)C=CC=1)C1C=CC=CC=1.[CH2:18]([O:25][C:26]1[CH:27]=[C:28]([C:32]([CH3:36])([CH3:35])[C:33]#N)[CH:29]=[CH:30][CH:31]=1)[C:19]1[CH:24]=[CH:23][CH:22]=[CH:21][CH:20]=1.CBr.CC(C[AlH]CC(C)C)C, predict the reaction product. The product is: [CH2:18]([O:25][C:26]1[CH:27]=[C:28]([C:32]([CH3:36])([CH3:35])[CH:33]=[O:8])[CH:29]=[CH:30][CH:31]=1)[C:19]1[CH:24]=[CH:23][CH:22]=[CH:21][CH:20]=1.